Predict the reactants needed to synthesize the given product. From a dataset of Full USPTO retrosynthesis dataset with 1.9M reactions from patents (1976-2016). (1) Given the product [Br:1][C:2]1[C:3]([CH3:11])=[N:4][C:5]([CH2:9][F:29])=[CH:6][C:7]=1[CH3:8], predict the reactants needed to synthesize it. The reactants are: [Br:1][C:2]1[C:3]([CH3:11])=[N:4][C:5]([CH2:9]Br)=[CH:6][C:7]=1[CH3:8].CCCC[N+](CCCC)(CCCC)CCCC.[F-:29]. (2) Given the product [Cl:37][CH2:38][C:39]1[N:40]=[C:41]2[CH:46]=[CH:45][N:44]([C:13]3[CH:14]=[CH:15][CH:16]=[C:11]([C:10]([F:21])([F:20])[F:9])[CH:12]=3)[C:43](=[O:54])[N:42]2[CH:55]=1, predict the reactants needed to synthesize it. The reactants are: N1C=CC(N)=NC1=O.[F:9][C:10]([F:21])([F:20])[C:11]1[CH:12]=[C:13](B(O)O)[CH:14]=[CH:15][CH:16]=1.NC1C=CN(C2C=CC(F)=CC=2)C(=O)N=1.[Cl:37][CH2:38][C:39]1[N:40]=[C:41]2[CH:46]=[CH:45][N:44](C3C=CC(F)=CC=3)[C:43](=[O:54])[N:42]2[CH:55]=1. (3) Given the product [CH2:1]([CH:8]1[CH2:9][CH2:10][N:11]([CH:14]([CH3:30])[CH2:15][CH2:16][C:17]2[NH:18][C:19]3[CH:29]=[CH:28][CH:27]=[CH:26][C:20]=3[N:21]=2)[CH2:12][CH2:13]1)[C:2]1[CH:7]=[CH:6][CH:5]=[CH:4][CH:3]=1, predict the reactants needed to synthesize it. The reactants are: [CH2:1]([CH:8]1[CH2:13][CH2:12][N:11]([CH:14]([CH3:30])[CH2:15][CH2:16][C:17]2[N:21](CCC#N)[C:20]3[CH:26]=[CH:27][CH:28]=[CH:29][C:19]=3[N:18]=2)[CH2:10][CH2:9]1)[C:2]1[CH:7]=[CH:6][CH:5]=[CH:4][CH:3]=1.C(O)(C)(C)C.CC(C)([O-])C.[K+].C(OCC)(=O)C. (4) Given the product [Cl:25][C:26]1[N:27]=[N:28][C:29]([N:23]2[CH:24]=[C:20]([C:6]3[C:5]4[C:9](=[CH:10][C:2]([F:1])=[CH:3][CH:4]=4)[N:8]([S:11]([C:14]4[CH:15]=[CH:16][CH:17]=[CH:18][CH:19]=4)(=[O:12])=[O:13])[CH:7]=3)[CH:21]=[N:22]2)=[CH:30][CH:31]=1, predict the reactants needed to synthesize it. The reactants are: [F:1][C:2]1[CH:10]=[C:9]2[C:5]([C:6]([C:20]3[CH:21]=[N:22][NH:23][CH:24]=3)=[CH:7][N:8]2[S:11]([C:14]2[CH:19]=[CH:18][CH:17]=[CH:16][CH:15]=2)(=[O:13])=[O:12])=[CH:4][CH:3]=1.[Cl:25][C:26]1[N:27]=[N:28][C:29](Cl)=[CH:30][CH:31]=1.C([O-])([O-])=O.[K+].[K+]. (5) Given the product [CH3:24][S:25]([O:1][CH:2]1[CH2:3][CH2:4][N:5]([C:8]([O:10][C:11]2[CH:12]=[N:13][CH:14]=[CH:15][CH:16]=2)=[O:9])[CH2:6][CH2:7]1)(=[O:27])=[O:26], predict the reactants needed to synthesize it. The reactants are: [OH:1][CH:2]1[CH2:7][CH2:6][N:5]([C:8]([O:10][C:11]2[CH:12]=[N:13][CH:14]=[CH:15][CH:16]=2)=[O:9])[CH2:4][CH2:3]1.C(N(CC)CC)C.[CH3:24][S:25](Cl)(=[O:27])=[O:26]. (6) Given the product [CH3:1][O:2][C:3]1[CH:8]=[CH:7][C:6]([C:9]([NH:24][C:25]2[O:26][C:27]([CH3:43])([CH3:42])[C:28]([F:41])([F:40])[C@:29]([C:32]3[CH:37]=[C:36]([NH:48][C:47]4[CH:49]=[CH:50][CH:51]=[CH:52][C:46]=4[O:45][CH3:44])[CH:35]=[CH:34][C:33]=3[F:39])([CH3:31])[N:30]=2)([C:16]2[CH:21]=[CH:20][C:19]([O:22][CH3:23])=[CH:18][CH:17]=2)[C:10]2[CH:15]=[CH:14][CH:13]=[CH:12][CH:11]=2)=[CH:5][CH:4]=1, predict the reactants needed to synthesize it. The reactants are: [CH3:1][O:2][C:3]1[CH:8]=[CH:7][C:6]([C:9]([NH:24][C:25]2[O:26][C:27]([CH3:43])([CH3:42])[C:28]([F:41])([F:40])[C@:29]([C:32]3[CH:37]=[C:36](Br)[CH:35]=[CH:34][C:33]=3[F:39])([CH3:31])[N:30]=2)([C:16]2[CH:21]=[CH:20][C:19]([O:22][CH3:23])=[CH:18][CH:17]=2)[C:10]2[CH:15]=[CH:14][CH:13]=[CH:12][CH:11]=2)=[CH:5][CH:4]=1.[CH3:44][O:45][C:46]1[CH:52]=[CH:51][CH:50]=[CH:49][C:47]=1[NH2:48]. (7) The reactants are: Br[C:2]1[C:11]2[C:6](=[CH:7][CH:8]=[C:9]([OH:12])[CH:10]=2)[N:5]=[C:4]([C:13]2[CH:18]=[CH:17][C:16]([OH:19])=[C:15]([F:20])[CH:14]=2)[CH:3]=1.[F:21][C:22]([F:33])([F:32])[C:23]1[CH:28]=[CH:27][C:26](B(O)O)=[CH:25][CH:24]=1. Given the product [F:20][C:15]1[CH:14]=[C:13]([C:4]2[CH:3]=[C:2]([C:26]3[CH:27]=[CH:28][C:23]([C:22]([F:33])([F:32])[F:21])=[CH:24][CH:25]=3)[C:11]3[C:6](=[CH:7][CH:8]=[C:9]([OH:12])[CH:10]=3)[N:5]=2)[CH:18]=[CH:17][C:16]=1[OH:19], predict the reactants needed to synthesize it. (8) Given the product [Cl:3][C:4]1[CH:12]=[C:11]2[C:7]([CH:8]=[CH:9][N:10]2[S:13]([C:16]2[CH:22]=[CH:21][C:19]([CH3:20])=[CH:18][CH:17]=2)(=[O:15])=[O:14])=[CH:6][CH:5]=1, predict the reactants needed to synthesize it. The reactants are: [H-].[Na+].[Cl:3][C:4]1[CH:12]=[C:11]2[C:7]([CH:8]=[CH:9][NH:10]2)=[CH:6][CH:5]=1.[S:13](Cl)([C:16]1[CH:22]=[CH:21][C:19]([CH3:20])=[CH:18][CH:17]=1)(=[O:15])=[O:14]. (9) Given the product [CH2:1]([NH:3][C:4]([NH:6]/[N:7]=[C:29](/[C:26]1[CH:27]=[CH:28][C:23]2[N:24]([C:20]([CH2:19][C:10]3[CH:11]=[C:12]4[C:17](=[CH:18][C:9]=3[F:8])[N:16]=[CH:15][CH:14]=[CH:13]4)=[CH:21][N:22]=2)[N:25]=1)\[CH3:30])=[S:5])[CH3:2], predict the reactants needed to synthesize it. The reactants are: [CH2:1]([NH:3][C:4]([NH:6][NH2:7])=[S:5])[CH3:2].[F:8][C:9]1[CH:18]=[C:17]2[C:12]([CH:13]=[CH:14][CH:15]=[N:16]2)=[CH:11][C:10]=1[CH2:19][C:20]1[N:24]2[N:25]=[C:26]([C:29](=O)[CH3:30])[CH:27]=[CH:28][C:23]2=[N:22][CH:21]=1.